Dataset: Catalyst prediction with 721,799 reactions and 888 catalyst types from USPTO. Task: Predict which catalyst facilitates the given reaction. (1) Reactant: [C:1](OC(=O)C)(=[O:3])[CH3:2].[NH2:8][C:9]1[CH:10]=[CH:11][C:12]2[O:17][CH2:16][CH:15]([CH2:18][OH:19])[O:14][C:13]=2[CH:20]=1.CCN(CC)CC. Product: [C:1]([NH:8][C:9]1[CH:10]=[CH:11][C:12]2[O:17][CH2:16][CH:15]([CH2:18][OH:19])[O:14][C:13]=2[CH:20]=1)(=[O:3])[CH3:2]. The catalyst class is: 2. (2) Reactant: [O:1]=[C:2]1[C:6]2[CH:7]=[CH:8][C:9]3[N:10]([CH2:22][CH2:23][NH:24]S(C4C=CC=CC=4[N+]([O-])=O)(=O)=O)[C:11]4[CH:12]=[CH:13][C:14]5[C:20](=[O:21])[CH2:19][CH2:18][C:15]=5[C:16]=4[C:17]=3[C:5]=2[CH2:4][CH2:3]1.C([O-])([O-])=O.[Cs+].[Cs+].C1(S)C=CC=CC=1.C([O-])(O)=O.[Na+]. Product: [NH2:24][CH2:23][CH2:22][N:10]1[C:11]2[CH:12]=[CH:13][C:14]3[C:20](=[O:21])[CH2:19][CH2:18][C:15]=3[C:16]=2[C:17]2[C:5]3[CH2:4][CH2:3][C:2](=[O:1])[C:6]=3[CH:7]=[CH:8][C:9]1=2. The catalyst class is: 147. (3) Reactant: [CH3:1][O:2][C:3]1[CH:8]=[CH:7][CH:6]=[CH:5][C:4]=1[C:9]1[N:14]=[CH:13][N:12]=[C:11]([NH:15][C:16]([CH:18]2[CH2:23][CH2:22][CH2:21][NH:20][CH2:19]2)=[O:17])[CH:10]=1.[C:24](OC(=O)C)(=[O:26])[CH3:25]. Product: [CH3:1][O:2][C:3]1[CH:8]=[CH:7][CH:6]=[CH:5][C:4]=1[C:9]1[N:14]=[CH:13][N:12]=[C:11]([NH:15][C:16]([CH:18]2[CH2:23][CH2:22][CH2:21][N:20]([C:24](=[O:26])[CH3:25])[CH2:19]2)=[O:17])[CH:10]=1. The catalyst class is: 4. (4) Reactant: [CH3:1][C@@H:2]1[CH2:4][C@H:3]1[NH:5]C(=O)OCC1C=CC=CC=1.C(N(CC)CC)C.[Br:23][C:24]1[CH:29]=[CH:28][C:27]([S:30](Cl)(=[O:32])=[O:31])=[CH:26][CH:25]=1. Product: [Br:23][C:24]1[CH:29]=[CH:28][C:27]([S:30]([NH:5][C@@H:3]2[CH2:4][C@H:2]2[CH3:1])(=[O:32])=[O:31])=[CH:26][CH:25]=1. The catalyst class is: 707. (5) Reactant: Cl[C:2]1[CH:11]=[CH:10][C:9]2[CH2:8][CH2:7][CH2:6][C:5](=[O:12])[C:4]=2[N:3]=1.CC1(C)C(C)(C)OB([C:21]2[CH:22]=[N:23][N:24]([C:26]3[CH:27]=[N:28][CH:29]=[CH:30][CH:31]=3)[CH:25]=2)O1.C(=O)([O-])[O-].[Na+].[Na+]. Product: [N:28]1[CH:29]=[CH:30][CH:31]=[C:26]([N:24]2[CH:25]=[C:21]([C:2]3[CH:11]=[CH:10][C:9]4[CH2:8][CH2:7][CH2:6][C:5](=[O:12])[C:4]=4[N:3]=3)[CH:22]=[N:23]2)[CH:27]=1. The catalyst class is: 744.